This data is from CYP1A2 inhibition data for predicting drug metabolism from PubChem BioAssay. The task is: Regression/Classification. Given a drug SMILES string, predict its absorption, distribution, metabolism, or excretion properties. Task type varies by dataset: regression for continuous measurements (e.g., permeability, clearance, half-life) or binary classification for categorical outcomes (e.g., BBB penetration, CYP inhibition). Dataset: cyp1a2_veith. (1) The compound is N[C@@H](Cc1cc(Br)c(O)c(Br)c1)C(=O)O. The result is 0 (non-inhibitor). (2) The drug is CCSCCCC(=O)O. The result is 0 (non-inhibitor). (3) The compound is CP(=O)(O)CCCN. The result is 0 (non-inhibitor). (4) The drug is CC(=O)Oc1ccc(C(c2ccc(OC(C)=O)cc2)c2ccccn2)cc1. The result is 0 (non-inhibitor).